Dataset: Cav3 T-type calcium channel HTS with 100,875 compounds. Task: Binary Classification. Given a drug SMILES string, predict its activity (active/inactive) in a high-throughput screening assay against a specified biological target. (1) The molecule is O(C(=O)N1CCC(NC(=O)c2c3c(CN(C3=O)c3ccc(OC)cc3)ccc2)CC1)CC. The result is 0 (inactive). (2) The compound is S(c1nc2C3(C(C(CC3)c2nn1)(C)C)C)CC(OCC)=O. The result is 0 (inactive).